Dataset: Forward reaction prediction with 1.9M reactions from USPTO patents (1976-2016). Task: Predict the product of the given reaction. Given the reactants [ClH:1].[F:2][C:3]1[CH:4]=[C:5]([S:9]([C:12]2[CH:13]=[C:14]3[C:18](=[CH:19][CH:20]=2)[N:17]([CH:21]2[CH2:26][CH2:25][N:24](C(OC(C)(C)C)=O)[CH2:23][CH2:22]2)[CH:16]=[CH:15]3)(=[O:11])=[O:10])[CH:6]=[CH:7][CH:8]=1.[CH:34](=O)[CH3:35], predict the reaction product. The product is: [ClH:1].[CH2:34]([N:24]1[CH2:23][CH2:22][CH:21]([N:17]2[C:18]3[C:14](=[CH:13][C:12]([S:9]([C:5]4[CH:6]=[CH:7][CH:8]=[C:3]([F:2])[CH:4]=4)(=[O:10])=[O:11])=[CH:20][CH:19]=3)[CH:15]=[CH:16]2)[CH2:26][CH2:25]1)[CH3:35].